This data is from Reaction yield outcomes from USPTO patents with 853,638 reactions. The task is: Predict the reaction yield, written as a fraction of the theoretical maximum amount of product (1.0 means a 100% yield; for example, 0.34 means a 34% yield). (1) The reactants are [H-].[Na+].CN(C=O)C.[F:8][C:9]1[CH:18]=[CH:17][C:16]([O:19][CH2:20][CH2:21][CH3:22])=[C:15]2[C:10]=1[C:11](=[O:31])[C:12]([C:23]1[CH:28]=[CH:27][C:26]([O:29][CH3:30])=[CH:25][CH:24]=1)=[CH:13][NH:14]2.Br[CH2:33][CH2:34][CH2:35][N:36]1[C:40](=[O:41])[C:39]2=[CH:42][CH:43]=[CH:44][CH:45]=[C:38]2[C:37]1=[O:46]. The yield is 0.590. The catalyst is C(OCC)(=O)C.O. The product is [F:8][C:9]1[CH:18]=[CH:17][C:16]([O:19][CH2:20][CH2:21][CH3:22])=[C:15]2[C:10]=1[C:11](=[O:31])[C:12]([C:23]1[CH:24]=[CH:25][C:26]([O:29][CH3:30])=[CH:27][CH:28]=1)=[CH:13][N:14]2[CH2:33][CH2:34][CH2:35][N:36]1[C:40](=[O:41])[C:39]2[C:38](=[CH:45][CH:44]=[CH:43][CH:42]=2)[C:37]1=[O:46]. (2) The reactants are [F:1][C:2]1[C:29]([NH:30][S:31]([CH2:34][CH2:35][CH3:36])(=[O:33])=[O:32])=[CH:28][CH:27]=[C:26]([F:37])[C:3]=1[C:4]([NH:6][C:7]1[CH:8]=[C:9]2[C:15](I)=[CH:14][N:13]([S:17]([C:20]3[CH:25]=[CH:24][CH:23]=[CH:22][CH:21]=3)(=[O:19])=[O:18])[C:10]2=[N:11][CH:12]=1)=[O:5].[CH:38]([B-](F)(F)F)=[CH2:39].[K+].C(N(CC)CC)C. The catalyst is CC(O)C.C1COCC1.C1C=CC(P(C2C=CC=CC=2)[C-]2C=CC=C2)=CC=1.C1C=CC(P(C2C=CC=CC=2)[C-]2C=CC=C2)=CC=1.Cl[Pd]Cl.[Fe+2]. The product is [F:1][C:2]1[C:29]([NH:30][S:31]([CH2:34][CH2:35][CH3:36])(=[O:33])=[O:32])=[CH:28][CH:27]=[C:26]([F:37])[C:3]=1[C:4]([NH:6][C:7]1[CH:8]=[C:9]2[C:15]([CH:38]=[CH2:39])=[CH:14][N:13]([S:17]([C:20]3[CH:25]=[CH:24][CH:23]=[CH:22][CH:21]=3)(=[O:19])=[O:18])[C:10]2=[N:11][CH:12]=1)=[O:5]. The yield is 0.570.